Dataset: Experimentally validated miRNA-target interactions with 360,000+ pairs, plus equal number of negative samples. Task: Binary Classification. Given a miRNA mature sequence and a target amino acid sequence, predict their likelihood of interaction. (1) The miRNA is dme-bantam-3p with sequence UGAGAUCAUUUUGAAAGCUGAUU. The protein sequence of the target gene is MASVLGSGRGSGGLSSQLKCKSKRRRRRRSKRKDKVSILSTFLAPFKYLSPGTTNTEDEDNLSTSSAEVKENRNVSNLGTRPLPPGDWARGSTPSVKRKRPLEEGNGGHFCKLQLIWKKLSWSVTPKNALVQLHELKPGLQYRMVSQTGPVHAPVFAVAVEVNGLTFEGTGPTKKKAKMRAAEMALKSFVQFPNAFQAHLAMGSSTSPCTDFTSDQADFPDTLFKEFEPSSKNEDFPGCHPVDTEFLSSAYRRGRLLYHTLDLMGQALPDRSRLAPGALGERNPVVVLNELRSGLRYVCL.... Result: 0 (no interaction). (2) The miRNA is hsa-miR-20a-3p with sequence ACUGCAUUAUGAGCACUUAAAG. The protein sequence of the target gene is MSQLRLLPSRLGVQAARLLAAHDVPVFGWRSRSSGPPATFPSSKGGGGSSYMEEMYFAWLENPQSVHKSWDSFFREASEEAFSGSAQPRPPSVVHESRSAVSSRTKTSKLVEDHLAVQSLIRAYQIRGHHVAQLDPLGILDADLDSFVPSDLITTIDKLAFYDLQEADLDKEFQLPTTTFIGGSENTLSLREIIRRLENTYCQHIGLEFMFINDVEQCQWIRQKFETPGVMQFSSEEKRTLLARLVRSMRFEDFLARKWSSEKRFGLEGCEVMIPALKTIIDKSSEMGIENVILGMPHRG.... Result: 0 (no interaction). (3) The miRNA is mmu-miR-24-3p with sequence UGGCUCAGUUCAGCAGGAACAG. The protein sequence of the target gene is MALRAMRGIVNGAAPELPVPTGGPMAGAREQALAVSRNYLSQPRLTYKTVSGVNGPLVILDHVKFPRYAEIVHLTLPDGTKRSGQVLEVSGSKAVVQVFEGTSGIDAKKTSCEFTGDILRTPVSEDMLGRVFNGSGKPIDRGPVVLAEDFLDIMGQPINPQCRIYPEEMIQTGISAIDGMNSIARGQKIPIFSAAGLPHNEIAAQICRQAGLVKKSKDVVDYSEENFAIVFAAMGVNMETARFFKSDFEENGSMDNVCLFLNLANDPTIERIITPRLALTTAEFLAYQCEKHVLVILTDM.... Result: 0 (no interaction).